This data is from Reaction yield outcomes from USPTO patents with 853,638 reactions. The task is: Predict the reaction yield, written as a fraction of the theoretical maximum amount of product (1.0 means a 100% yield; for example, 0.34 means a 34% yield). (1) The reactants are [C:1]([O:11][CH2:12][CH3:13])(=[O:10])[CH:2]=[CH:3][C:4]1[CH:9]=[CH:8][CH:7]=[CH:6][CH:5]=1. The catalyst is [Pd].CO. The product is [C:4]1([CH2:3][CH2:2][C:1]([O:11][CH2:12][CH3:13])=[O:10])[CH:9]=[CH:8][CH:7]=[CH:6][CH:5]=1. The yield is 0.990. (2) The reactants are FC(F)(F)S(O[C:7]1[C:12]([C:14]2[CH:19]=[CH:18][C:17]([Cl:20])=[C:16]([C:21]([F:24])([F:23])[F:22])[CH:15]=2)([CH3:13])[CH2:11][CH:10]([CH2:25][O:26][Si:27]([C:40]([CH3:43])([CH3:42])[CH3:41])([C:34]2[CH:39]=[CH:38][CH:37]=[CH:36][CH:35]=2)[C:28]2[CH:33]=[CH:32][CH:31]=[CH:30][CH:29]=2)[CH2:9][CH:8]=1)(=O)=O.[CH3:46][OH:47].C(N(CC)C(C)C)(C)C.CN([CH:60]=[O:61])C. The catalyst is C1C=CC(P(C2C=CC=CC=2)[C-]2C=CC=C2)=CC=1.C1C=CC(P(C2C=CC=CC=2)[C-]2C=CC=C2)=CC=1.[Fe+2].C([O-])(=O)C.[Pd+2].C([O-])(=O)C. The product is [Si:27]([O:26][CH2:25][CH:10]1[CH2:11][C:12]([C:14]2[CH:19]=[CH:18][C:17]([Cl:20])=[C:16]([C:21]([F:22])([F:24])[F:23])[CH:15]=2)([CH3:13])[C:7]([C:46]([O:61][CH3:60])=[O:47])=[CH:8][CH2:9]1)([C:40]([CH3:42])([CH3:43])[CH3:41])([C:34]1[CH:39]=[CH:38][CH:37]=[CH:36][CH:35]=1)[C:28]1[CH:33]=[CH:32][CH:31]=[CH:30][CH:29]=1. The yield is 0.760. (3) The reactants are [F:1][C:2]1[CH:3]=[C:4]([CH:9]2[CH2:14][C:13]([OH:19])([C:15]([F:18])([F:17])[F:16])[CH2:12][CH2:11][N:10]2C(OCC2C=CC=CC=2)=O)[CH:5]=[CH:6][C:7]=1[F:8]. The catalyst is CO.[Pd]. The yield is 0.780. The product is [F:1][C:2]1[CH:3]=[C:4]([CH:9]2[CH2:14][C:13]([C:15]([F:17])([F:18])[F:16])([OH:19])[CH2:12][CH2:11][NH:10]2)[CH:5]=[CH:6][C:7]=1[F:8]. (4) The reactants are [CH3:1][O:2][C:3]([C:5]1[C:10](Br)=[C:9]([NH2:12])[CH:8]=[C:7]([Cl:13])[N:6]=1)=[O:4].[CH2:14]([Sn](CCCC)(CCCC)C=C)[CH2:15]CC. The catalyst is CN(C=O)C.Cl[Pd](Cl)([P](C1C=CC=CC=1)(C1C=CC=CC=1)C1C=CC=CC=1)[P](C1C=CC=CC=1)(C1C=CC=CC=1)C1C=CC=CC=1. The product is [CH3:1][O:2][C:3]([C:5]1[C:10]([CH:14]=[CH2:15])=[C:9]([NH2:12])[CH:8]=[C:7]([Cl:13])[N:6]=1)=[O:4]. The yield is 0.480.